Dataset: Catalyst prediction with 721,799 reactions and 888 catalyst types from USPTO. Task: Predict which catalyst facilitates the given reaction. (1) Reactant: [F:1][C:2]1[CH:7]=[CH:6][C:5]([C:8](=[O:10])[CH3:9])=[CH:4][CH:3]=1.[Li+].CC([N-]C(C)C)C.[C:19]([O:23][C:24]([N:26]1[CH2:31][CH2:30][CH:29]([C:32](O)=[O:33])[CH2:28][CH2:27]1)=[O:25])([CH3:22])([CH3:21])[CH3:20].C1N=CN(C(N2C=NC=C2)=O)C=1. Product: [F:1][C:2]1[CH:7]=[CH:6][C:5]([C:8](=[O:10])[CH2:9][C:32]([CH:29]2[CH2:30][CH2:31][N:26]([C:24]([O:23][C:19]([CH3:22])([CH3:21])[CH3:20])=[O:25])[CH2:27][CH2:28]2)=[O:33])=[CH:4][CH:3]=1. The catalyst class is: 1. (2) Reactant: [CH3:1][O:2][C:3]1[CH:8]=[C:7](B2OC(C)(C)C(C)(C)O2)[CH:6]=[CH:5][C:4]=1[NH:18][C:19](=[O:28])[O:20][CH2:21][C:22]1[CH:27]=[CH:26][CH:25]=[CH:24][CH:23]=1.I[C:30]1[C:38]2[C:33](=[N:34][CH:35]=[N:36][C:37]=2[NH2:39])[N:32]([C@H:40]2[CH2:45][CH2:44][C@@H:43]([N:46]3[CH2:51][CH2:50][N:49]([CH3:52])[CH2:48][CH2:47]3)[CH2:42][CH2:41]2)[N:31]=1.C(=O)([O-])[O-].[Na+].[Na+]. Product: [NH2:39][C:37]1[N:36]=[CH:35][N:34]=[C:33]2[N:32]([C@H:40]3[CH2:45][CH2:44][C@@H:43]([N:46]4[CH2:47][CH2:48][N:49]([CH3:52])[CH2:50][CH2:51]4)[CH2:42][CH2:41]3)[N:31]=[C:30]([C:7]3[CH:6]=[CH:5][C:4]([NH:18][C:19](=[O:28])[O:20][CH2:21][C:22]4[CH:23]=[CH:24][CH:25]=[CH:26][CH:27]=4)=[C:3]([O:2][CH3:1])[CH:8]=3)[C:38]=12. The catalyst class is: 149. (3) Reactant: [C:1]([O:5][C:6](=[O:35])[N:7]([CH2:24][CH2:25][CH2:26][NH:27][C:28]([O:30][C:31]([CH3:34])([CH3:33])[CH3:32])=[O:29])[CH2:8][C:9]1[CH:14]=[CH:13][C:12](B2OC(C)(C)C(C)(C)O2)=[CH:11][CH:10]=1)([CH3:4])([CH3:3])[CH3:2].I[C:37]1[C:38](=[O:50])[N:39]=[C:40]2[NH:45][C:44]3[CH:46]=[CH:47][CH:48]=[CH:49][C:43]=3[N:41]2[CH:42]=1.C(O)C.O1CCOCC1. Product: [C:1]([O:5][C:6](=[O:35])[N:7]([CH2:24][CH2:25][CH2:26][NH:27][C:28]([O:30][C:31]([CH3:34])([CH3:33])[CH3:32])=[O:29])[CH2:8][C:9]1[CH:10]=[CH:11][C:12]([C:37]2[C:38](=[O:50])[N:39]=[C:40]3[NH:45][C:44]4[CH:46]=[CH:47][CH:48]=[CH:49][C:43]=4[N:41]3[CH:42]=2)=[CH:13][CH:14]=1)([CH3:3])([CH3:4])[CH3:2]. The catalyst class is: 103. (4) Reactant: FC(F)(F)C(O)=O.C(OC([N:15]1[CH2:20][CH2:19][N:18]([C:21]2[CH:22]=[CH:23][CH:24]=[C:25]3[C:29]=2[NH:28][CH:27]=[C:26]3[S:30][C:31]2[CH:36]=[CH:35][CH:34]=[CH:33][CH:32]=2)[CH2:17][CH2:16]1)=O)(C)(C)C.[OH-].[NH4+]. Product: [C:31]1([S:30][C:26]2[C:25]3[C:29](=[C:21]([N:18]4[CH2:19][CH2:20][NH:15][CH2:16][CH2:17]4)[CH:22]=[CH:23][CH:24]=3)[NH:28][CH:27]=2)[CH:32]=[CH:33][CH:34]=[CH:35][CH:36]=1. The catalyst class is: 46.